Binary Classification. Given a miRNA mature sequence and a target amino acid sequence, predict their likelihood of interaction. From a dataset of Experimentally validated miRNA-target interactions with 360,000+ pairs, plus equal number of negative samples. (1) Result: 0 (no interaction). The protein sequence of the target gene is MEFFISMSETIKYNDDDHKTLFLKTLNEQRLEGEFCDIAIVVEDVKFRAHRCVLAACSTYFKKLFKKLEVDSSSVIEIDFLRSDIFEEVLNYMYTAKISVKKEDVNLMMSSGQILGIRFLDKLCSQKRDVSSPDENNGQSKSKYCLKINRPIGDAADTQDDDVEEIGDQDDSPSDDTVEGTPPSQEDGKSPTTTLRVQEAILKELGSEEVRKVNCYGQEVESMETPESKDLGSQTPQALTFNDGMSEVKDEQTPGWTTAASDMKFEYLLYGHHREQIACQACGKTFSDEGRLRKHEKLHT.... The miRNA is hsa-miR-5705 with sequence UGUUUCGGGGCUCAUGGCCUGUG. (2) The miRNA is hsa-miR-5582-3p with sequence UAAAACUUUAAGUGUGCCUAGG. The protein sequence of the target gene is MEDERGRERGGDAAQQKTPRPECEESRPLSVEKKQRCRLDGKETDGSKFISSNGSDFSDPVYKEIAMTNGCINRMSKEELRAKLSEFKLETRGVKDVLKKRLKNYYKKQKLMLKESSAGDSYYDYICIIDFEATCEEGNPAEFLHEIIEFPVVLLNTHTLEIEDTFQQYVRPEVNAQLSEFCIGLTGITQDQVDRADAFPQVLKKVIEWMKSKELGTKYKYCILTDGSWDMSKFLSIQCRLSRLKHPAFAKKWINIRKSYGNFYKVPRSQTKLTIMLEKLGMDYDGRPHSGLDDSKNIAR.... Result: 0 (no interaction). (3) The miRNA is hsa-miR-542-5p with sequence UCGGGGAUCAUCAUGUCACGAGA. The protein sequence of the target gene is MTTTPDWIMIGGDGPESYNQQSSYQRALLEATKDKMTKAISANLDLDLISNRFIVADFGCASGPNTFVAVQNIIDAVEEKYRRETGQNPADNIEFQVLFNDFSLNDFNTLFQTLPPGRRYFSAGVPGSFFERVLPKESFHIGVMSYAFHFTSKIPKGIMDRDSPLWNKDMQCTGFNPAVKKAYLDQYSIDTKILLDARAEELVPGGLMLLLGSCLRDGVKMSETPKGTVMDFIGESLSDLAKQGVTEQEKVDTFRTSIYFAEQGEIRQIIEENGKFTIEAFEDIIHAKNEFPFDPKTLAI.... Result: 0 (no interaction). (4) The miRNA is hsa-miR-3065-3p with sequence UCAGCACCAGGAUAUUGUUGGAG. The protein sequence of the target gene is MSAPVGPRGRLAPIPAASQPPLQPEMPDLSHLTEEERKIILAVMDRQKKKVKEEHKPQLTQWFPFSGITELVNNVLQPQQKQQNEKEPQTKLHQQFEMYKEQVKKMGEESQQQQEQKGDAPTCGICHKTKFADGCGHNCSYCQTKFCARCGGRVSLRSNKVMWVCNLCRKQQEILTKSGAWFYNSGSNTPQQPDQKVLRGLRNEEAPQEKKPKLHEQTQFQGPSGDLSVPAVEKSRSHGLTRQHSIKNGSGVKHHIASDIASDRKRSPSVSRDQNRRYDQREEREEYSQYATSDTAMPRS.... Result: 1 (interaction). (5) The miRNA is hsa-miR-155-5p with sequence UUAAUGCUAAUCGUGAUAGGGGUU. The protein sequence of the target gene is MDHTSPTYMLANLTHLHSEQLLQGLNLLRQHHELCDIILRVGDVKIHAHKVVLASVSPYFKAMFTGNLSEKENSEVEFQCIDETALQAIVEYAYTGTVFISQDTVESLLPAANLLQIKLVLKECCAFLESQLDPGNCIGISRFAETYGCRDLYLAATKYICQNFEAVCQTEEFFELTHADLDEIVSNDCLNVATEETVFYALESWIKYDVQERQKYLAQLLNSVRLPLLSVKFLTRLYEANHLIRDDRTCKHLLNEALKYHFMPEHRLSHQTVLMTRPRCAPKVLCAVGGKSGLFACLDS.... Result: 1 (interaction). (6) The miRNA is mmu-miR-431-5p with sequence UGUCUUGCAGGCCGUCAUGCA. The protein sequence of the target gene is MEEVPPYSLSSTLFQQEEQSGVTYRIPALLYLPPTHTFLAFAEKRTSVRDEDAACLVLRRGLMKGRSVQWGPQRLLMEATLPGHRTMNPCPVWEKNTGRVYLFFICVRGHVTERCQIVWGKNAARLCFLCSEDAGCSWGEVKDLTEEVIGSEVKRWATFAVGPGHGIQLHSGRLIIPAYAYYVSRWFLCFACSVKPHSLMIYSDDFGVTWHHGKFIEPQVTGECQVAEVAGTAGNPVLYCSARTPSRFRAEAFSTDSGGCFQKPTLNPQLHEPRTGCQGSVVSFRPLKMPNTYQDSIGKG.... Result: 0 (no interaction). (7) The miRNA is hsa-miR-4317 with sequence ACAUUGCCAGGGAGUUU. The protein sequence of the target gene is MPILLFLIDTSASMNQRSHLGTTYLDTAKGAVETFMKLRARDPASRGDRYMLVTFEEPPYAIKAGWKENHATFMNELKNLQAEGLTTLGQSLRTAFDLLNLNRLVTGIDNYGQGRNPFFLEPAIIITITDGSKLTTTSGVQDELHLPLNSPLPGSELTKEPFRWDQRLFALVLRLPGTMSVESEQLTGVPLDDSAITPMCEVTGGRSYSVCSPRMLNQCLESLVQKVQSGVVINFEKAGPDPSPVEDGQPDISRPFGSQPWHSCHKLIYVRPNPKTGVPIGHWPVPESFWPDQNSPTLPP.... Result: 1 (interaction). (8) The miRNA is hsa-miR-1271-3p with sequence AGUGCCUGCUAUGUGCCAGGCA. The protein sequence of the target gene is MKRASSGGSRLLAWVLWLQAWRVATPCPGACVCYNEPKVTTSCPQQGLQAVPTGIPASSQRIFLHGNRISHVPAASFQSCRNLTILWLHSNALARIDAAAFTGLTLLEQLDLSDNAQLHVVDPTTFHGLGHLHTLHLDRCGLRELGPGLFRGLAALQYLYLQDNNLQALPDNTFRDLGNLTHLFLHGNRIPSVPEHAFRGLHSLDRLLLHQNHVARVHPHAFRDLGRLMTLYLFANNLSMLPAEVLMPLRSLQYLRLNDNPWVCDCRARPLWAWLQKFRGSSSEVPCNLPQRLADRDLKR.... Result: 0 (no interaction). (9) The miRNA is hsa-miR-6762-3p with sequence UGGCUGCUUCCCUUGGUCUCCAG. The protein sequence of the target gene is MAVISLMFLAVMYVVHHPLMVSDRMDLDTLARSRQLEKRMSEEMRQLEMEFEERSRAAEQKQKVENFWRGDTSSDQLVLGKKDMGWPFQAGGQDGGPLGWILGNLWNAGLFCLFLIFELLRQSMQHEPAFESSSEEEEEEIRVVPVSSYTRLSDFPSQEALEAFYKHYIQNAIRDLPCTCEFVESFVDDLIEACRVLSRREAHPQLEDCLGFGAAFEKWGTLHETQNFDVLVPIVPPQGTMFILEMRDPALGRRCGCVKVDSECMCKHEKLLGDVLCLVHHRDHSAMLSKCTSSIKAALC.... Result: 0 (no interaction).